This data is from Reaction yield outcomes from USPTO patents with 853,638 reactions. The task is: Predict the reaction yield, written as a fraction of the theoretical maximum amount of product (1.0 means a 100% yield; for example, 0.34 means a 34% yield). (1) The reactants are [OH:1][C:2]1[CH:7]=[CH:6][C:5]([C:8](=[O:11])[CH2:9][CH3:10])=[CH:4][CH:3]=1.C(=O)([O-])[O-].[K+].[K+].[I-].[Na+].[CH3:20][O:21][C:22]1[CH:29]=[CH:28][C:25]([CH2:26]Cl)=[CH:24][CH:23]=1. The catalyst is CC(=O)CC.O. The product is [CH3:20][O:21][C:22]1[CH:29]=[CH:28][C:25]([CH2:26][O:1][C:2]2[CH:3]=[CH:4][C:5]([C:8](=[O:11])[CH2:9][CH3:10])=[CH:6][CH:7]=2)=[CH:24][CH:23]=1. The yield is 0.960. (2) The reactants are [C:1]1([CH3:9])[CH:6]=[CH:5][C:4]([Mg]Br)=[CH:3][CH:2]=1.[Br:10][C:11]1[CH:12]=[C:13]2[C:18](=[CH:19][CH:20]=1)[C:17](=O)[CH2:16][CH2:15][C:14]2([CH3:23])[CH3:22].C1(C)C=CC(S(O)(=O)=O)=CC=1.O. The catalyst is C(OCC)C.ClCCl. The product is [Br:10][C:11]1[CH:12]=[C:13]2[C:18]([C:17]([C:4]3[CH:5]=[CH:6][C:1]([CH3:9])=[CH:2][CH:3]=3)=[CH:16][CH2:15][C:14]2([CH3:23])[CH3:22])=[CH:19][CH:20]=1. The yield is 0.650. (3) The reactants are [C:1]1([N:7]2[C:11]([NH2:12])=[C:10]3[CH2:13][CH2:14][CH2:15][C:9]3=[N:8]2)[CH:6]=[CH:5][CH:4]=[CH:3][CH:2]=1.[OH-].[Na+].[C:18]1([O:24][C:25](Cl)=[O:26])[CH:23]=[CH:22][CH:21]=[CH:20][CH:19]=1. The catalyst is CCOC(C)=O. The product is [C:1]1([N:7]2[C:11]([NH:12][C:25](=[O:26])[O:24][C:18]3[CH:23]=[CH:22][CH:21]=[CH:20][CH:19]=3)=[C:10]3[CH2:13][CH2:14][CH2:15][C:9]3=[N:8]2)[CH:2]=[CH:3][CH:4]=[CH:5][CH:6]=1. The yield is 0.770. (4) The reactants are [F:1][C:2]1[CH:7]=[C:6]([F:8])[CH:5]=[CH:4][C:3]=1[C:9]1[N:10]=[C:11]([C:17]2[C:18]([CH3:26])=[N:19][N:20]3[CH:25]=[CH:24][CH:23]=[CH:22][C:21]=23)[S:12][C:13]=1[C:14]([NH2:16])=O.O.[NH2:28]N.COC(OC)[N:33]([CH3:35])C. No catalyst specified. The product is [F:1][C:2]1[CH:7]=[C:6]([F:8])[CH:5]=[CH:4][C:3]=1[C:9]1[N:10]=[C:11]([C:17]2[C:18]([CH3:26])=[N:19][N:20]3[CH:25]=[CH:24][CH:23]=[CH:22][C:21]=23)[S:12][C:13]=1[C:14]1[N:33]=[CH:35][NH:28][N:16]=1. The yield is 0.840. (5) The reactants are [F:1][C:2]([F:30])([F:29])[O:3][C:4]1[CH:9]=[CH:8][C:7]([N:10]2[CH:14]=[N:13][C:12]([C:15]3[CH:20]=[CH:19][C:18](/[C:21](/[CH3:28])=C/C(N=[N+]=[N-])=O)=[CH:17][CH:16]=3)=[N:11]2)=[CH:6][CH:5]=1.[CH:31]([C:34]1[CH:39]=[CH:38][CH:37]=[CH:36][C:35]=1[NH:40][C:41]([NH2:43])=[S:42])([CH3:33])[CH3:32].[C:44](=[O:47])([O-])[O-].[Cs+].[Cs+].[C:50]([O-:53])(=O)[CH3:51].[Na+].BrCC(OC)=O.[C:61](#[N:63])C. The catalyst is C(OCC)(=O)C.C(O)C. The product is [CH:31]([C:34]1[CH:39]=[CH:38][CH:37]=[CH:36][C:35]=1[N:40]1[C:50](=[O:53])[CH2:51][S:42]/[C:41]/1=[N:43]\[C:44]([NH:63]/[CH:61]=[C:21](/[C:18]1[CH:19]=[CH:20][C:15]([C:12]2[N:13]=[CH:14][N:10]([C:7]3[CH:8]=[CH:9][C:4]([O:3][C:2]([F:1])([F:30])[F:29])=[CH:5][CH:6]=3)[N:11]=2)=[CH:16][CH:17]=1)\[CH3:28])=[O:47])([CH3:33])[CH3:32]. The yield is 0.370.